From a dataset of NCI-60 drug combinations with 297,098 pairs across 59 cell lines. Regression. Given two drug SMILES strings and cell line genomic features, predict the synergy score measuring deviation from expected non-interaction effect. (1) Drug 1: CN(C)C1=NC(=NC(=N1)N(C)C)N(C)C. Drug 2: CC(C)(C#N)C1=CC(=CC(=C1)CN2C=NC=N2)C(C)(C)C#N. Cell line: OVCAR-5. Synergy scores: CSS=-4.68, Synergy_ZIP=1.93, Synergy_Bliss=1.32, Synergy_Loewe=-3.29, Synergy_HSA=-2.74. (2) Drug 1: C(=O)(N)NO. Drug 2: CC1=C(C(=O)C2=C(C1=O)N3CC4C(C3(C2COC(=O)N)OC)N4)N. Cell line: SK-OV-3. Synergy scores: CSS=17.8, Synergy_ZIP=-6.20, Synergy_Bliss=1.78, Synergy_Loewe=-23.7, Synergy_HSA=-0.778. (3) Drug 2: C1C(C(OC1N2C=NC3=C2NC=NCC3O)CO)O. Synergy scores: CSS=17.9, Synergy_ZIP=-1.98, Synergy_Bliss=-3.45, Synergy_Loewe=-3.46, Synergy_HSA=-2.14. Cell line: MDA-MB-231. Drug 1: C1=C(C(=O)NC(=O)N1)N(CCCl)CCCl. (4) Drug 1: CC1C(C(CC(O1)OC2CC(CC3=C2C(=C4C(=C3O)C(=O)C5=C(C4=O)C(=CC=C5)OC)O)(C(=O)CO)O)N)O.Cl. Drug 2: CC12CCC3C(C1CCC2=O)CC(=C)C4=CC(=O)C=CC34C. Cell line: A549. Synergy scores: CSS=4.70, Synergy_ZIP=0.180, Synergy_Bliss=3.11, Synergy_Loewe=0.511, Synergy_HSA=1.22. (5) Drug 1: CNC(=O)C1=CC=CC=C1SC2=CC3=C(C=C2)C(=NN3)C=CC4=CC=CC=N4. Drug 2: CCCCC(=O)OCC(=O)C1(CC(C2=C(C1)C(=C3C(=C2O)C(=O)C4=C(C3=O)C=CC=C4OC)O)OC5CC(C(C(O5)C)O)NC(=O)C(F)(F)F)O. Cell line: K-562. Synergy scores: CSS=31.5, Synergy_ZIP=-1.09, Synergy_Bliss=-2.77, Synergy_Loewe=-4.88, Synergy_HSA=-2.38.